This data is from Full USPTO retrosynthesis dataset with 1.9M reactions from patents (1976-2016). The task is: Predict the reactants needed to synthesize the given product. (1) Given the product [O:21]=[C:13]1[CH2:12][CH:11]([O:1][C@@H:2]2[CH2:6][NH:5][C:4](=[O:7])[CH2:3]2)[CH2:10][CH2:9][O:8]1, predict the reactants needed to synthesize it. The reactants are: [OH:1][C@@H:2]1[CH2:6][NH:5][C:4](=[O:7])[CH2:3]1.[O:8]1[CH:13]=[CH:12][CH2:11][CH2:10][CH2:9]1.C1(C)C=CC(S([O-])(=O)=[O:21])=CC=1.[NH+]1C=CC=CC=1. (2) Given the product [CH:1]([N:4]1[CH:8]=[CH:7][C:6]([CH2:9][OH:10])=[N:5]1)([CH3:3])[CH3:2], predict the reactants needed to synthesize it. The reactants are: [CH:1]([N:4]1[CH:8]=[CH:7][C:6]([C:9](OC)=[O:10])=[N:5]1)([CH3:3])[CH3:2].[H-].[Al+3].[Li+].[H-].[H-].[H-].